This data is from Forward reaction prediction with 1.9M reactions from USPTO patents (1976-2016). The task is: Predict the product of the given reaction. (1) Given the reactants Cl[C:2]1[C:11]2[C:6](=[CH:7][C:8]([Cl:12])=[CH:9][CH:10]=2)[N:5]=[CH:4][CH:3]=1.[CH2:13]([NH2:16])[CH2:14][NH2:15], predict the reaction product. The product is: [Cl:12][C:8]1[CH:7]=[C:6]2[C:11]([C:2]([NH:15][CH2:14][CH2:13][NH2:16])=[CH:3][CH:4]=[N:5]2)=[CH:10][CH:9]=1. (2) Given the reactants [Cl:1][C:2]1[CH:11]=[C:10]([C:12](=[O:14])[CH3:13])[C:9]([C:15]2[CH:20]=[CH:19][CH:18]=[CH:17][C:16]=2[F:21])=[C:8]2[C:3]=1[CH:4]=[CH:5][CH:6]=[N:7]2.[BH4-].[Na+], predict the reaction product. The product is: [Cl:1][C:2]1[CH:11]=[C:10]([CH:12]([OH:14])[CH3:13])[C:9]([C:15]2[CH:20]=[CH:19][CH:18]=[CH:17][C:16]=2[F:21])=[C:8]2[C:3]=1[CH:4]=[CH:5][CH:6]=[N:7]2. (3) Given the reactants C(O[C:4]([C:6]1[C:7]([OH:27])=[C:8]2[C:16]([Cl:17])=[C:15]([Cl:18])[N:14]([CH2:19][C:20]3[CH:25]=[CH:24][CH:23]=[CH:22][C:21]=3[F:26])[C:9]2=[C:10]([C:12]#[N:13])[N:11]=1)=[O:5])C.[NH2:28][CH2:29][C:30]([OH:32])=[O:31].C[O-].[Na+].CO, predict the reaction product. The product is: [Cl:18][C:15]1[N:14]([CH2:19][C:20]2[CH:25]=[CH:24][CH:23]=[CH:22][C:21]=2[F:26])[C:9]2=[C:10]([C:12]#[N:13])[N:11]=[C:6]([C:4]([NH:28][CH2:29][C:30]([OH:32])=[O:31])=[O:5])[C:7]([OH:27])=[C:8]2[C:16]=1[Cl:17]. (4) Given the reactants [C:1]([C:3]1[CH:8]=[CH:7][C:6]([CH:9]2[CH2:14][CH2:13][N:12]([C:15]([C:17]3[CH:18]=[CH:19][C:20]([CH3:26])=[C:21]([CH:25]=3)[C:22](O)=[O:23])=[O:16])[CH2:11][CH2:10]2)=[CH:5][CH:4]=1)#[N:2].CN(C(ON1N=NC2C=CC=CC1=2)=[N+](C)C)C.F[P-](F)(F)(F)(F)F.[N:51]1([C:56]2[N:61]=[CH:60][C:59]([NH2:62])=[CH:58][CH:57]=2)[CH2:55][CH2:54][CH2:53][CH2:52]1.CCN(C(C)C)C(C)C, predict the reaction product. The product is: [C:1]([C:3]1[CH:4]=[CH:5][C:6]([CH:9]2[CH2:10][CH2:11][N:12]([C:15]([C:17]3[CH:18]=[CH:19][C:20]([CH3:26])=[C:21]([CH:25]=3)[C:22]([NH:62][C:59]3[CH:60]=[N:61][C:56]([N:51]4[CH2:55][CH2:54][CH2:53][CH2:52]4)=[CH:57][CH:58]=3)=[O:23])=[O:16])[CH2:13][CH2:14]2)=[CH:7][CH:8]=1)#[N:2]. (5) The product is: [C:1]([NH:4][C:5]1[CH:10]=[CH:9][C:8]([N:11]2[CH2:20][CH2:19][C:18]3[C:13](=[CH:14][CH:15]=[C:16]([O:21][CH3:22])[CH:17]=3)[CH:12]2[CH2:23][C:24]2[CH:25]=[CH:26][C:27]([OH:30])=[CH:28][CH:29]=2)=[CH:7][CH:6]=1)(=[O:3])[CH3:2]. Given the reactants [C:1]([NH:4][C:5]1[CH:10]=[CH:9][C:8]([N:11]2[CH2:20][CH2:19][C:18]3[C:13](=[CH:14][CH:15]=[C:16]([O:21][CH3:22])[CH:17]=3)[CH:12]2[CH2:23][C:24]2[CH:29]=[CH:28][C:27]([O:30]CC3C=CC=CC=3)=[CH:26][CH:25]=2)=[CH:7][CH:6]=1)(=[O:3])[CH3:2], predict the reaction product.